From a dataset of Forward reaction prediction with 1.9M reactions from USPTO patents (1976-2016). Predict the product of the given reaction. (1) Given the reactants [CH2:1]([O:3][C:4]([N:6]1[CH2:11][CH2:10][N:9]([C:12](=[O:43])[C@@H:13]([NH:19][C:20]([C:22]2[CH:26]=[C:25]([O:27][C:28]3([C:32]([O:34][CH2:35][CH3:36])=[O:33])[CH2:31][CH2:30][CH2:29]3)[N:24]([C:37]3[CH:42]=[CH:41][CH:40]=[CH:39][CH:38]=3)[N:23]=2)=[O:21])[CH2:14][CH2:15][C:16]([OH:18])=[O:17])[CH2:8][CH2:7]1)=[O:5])[CH3:2].Cl.[C:45]1(C)C=CC=CC=1, predict the reaction product. The product is: [CH2:1]([O:3][C:4]([N:6]1[CH2:11][CH2:10][N:9]([C:12](=[O:43])[C@@H:13]([NH:19][C:20]([C:22]2[CH:26]=[C:25]([O:27][C:28]3([C:32]([O:34][CH2:35][CH3:36])=[O:33])[CH2:31][CH2:30][CH2:29]3)[N:24]([C:37]3[CH:42]=[CH:41][CH:40]=[CH:39][CH:38]=3)[N:23]=2)=[O:21])[CH2:14][CH2:15][C:16]([O:18][CH3:45])=[O:17])[CH2:8][CH2:7]1)=[O:5])[CH3:2]. (2) Given the reactants Cl[C:2]1[N:11]=[C:10]([NH:12][CH:13]2[CH2:18][CH2:17][N:16]([CH2:19][C:20]3[C:25]([O:26][CH2:27][CH2:28][N:29]([CH3:31])[CH3:30])=[CH:24][CH:23]=[CH:22][C:21]=3[N:32]([CH3:34])[CH3:33])[CH2:15][CH2:14]2)[C:9]2[C:4](=[CH:5][C:6]([O:37][CH3:38])=[C:7]([O:35][CH3:36])[CH:8]=2)[N:3]=1.[NH2:39][CH2:40][CH:41]1[CH2:44][N:43](C(OC(C)(C)C)=O)[CH2:42]1.C(=O)([O-])N.C(C(O)=O)(F)(F)F, predict the reaction product. The product is: [NH:43]1[CH2:44][CH:41]([CH2:40][NH:39][C:2]2[N:11]=[C:10]([NH:12][CH:13]3[CH2:18][CH2:17][N:16]([CH2:19][C:20]4[C:25]([O:26][CH2:27][CH2:28][N:29]([CH3:30])[CH3:31])=[CH:24][CH:23]=[CH:22][C:21]=4[N:32]([CH3:33])[CH3:34])[CH2:15][CH2:14]3)[C:9]3[C:4](=[CH:5][C:6]([O:37][CH3:38])=[C:7]([O:35][CH3:36])[CH:8]=3)[N:3]=2)[CH2:42]1. (3) Given the reactants [NH2:1][C:2]1[CH:17]=[C:16]([O:18][CH3:19])[CH:15]=[CH:14][C:3]=1[C:4]([NH:6][C:7]1[CH:12]=[CH:11][C:10]([Cl:13])=[CH:9][CH:8]=1)=[O:5].[C:20](Cl)(Cl)=[O:21], predict the reaction product. The product is: [Cl:13][C:10]1[CH:9]=[CH:8][C:7]([N:6]2[C:4](=[O:5])[C:3]3[C:2](=[CH:17][C:16]([O:18][CH3:19])=[CH:15][CH:14]=3)[NH:1][C:20]2=[O:21])=[CH:12][CH:11]=1.